The task is: Predict the reaction yield, written as a fraction of the theoretical maximum amount of product (1.0 means a 100% yield; for example, 0.34 means a 34% yield).. This data is from Reaction yield outcomes from USPTO patents with 853,638 reactions. The reactants are [CH3:1][C:2]1[CH:7]=[CH:6][C:5]([S:8]([CH2:11][CH2:12][CH3:13])(=[O:10])=[O:9])=[CH:4][CH:3]=1.[Br:14]N1C(=O)CCC1=O.S(=O)(=O)(O)O. The catalyst is BrN1C(=O)CCC1=O. The product is [Br:14][C:3]1[CH:4]=[C:5]([S:8]([CH2:11][CH2:12][CH3:13])(=[O:10])=[O:9])[CH:6]=[CH:7][C:2]=1[CH3:1]. The yield is 0.850.